This data is from Peptide-MHC class I binding affinity with 185,985 pairs from IEDB/IMGT. The task is: Regression. Given a peptide amino acid sequence and an MHC pseudo amino acid sequence, predict their binding affinity value. This is MHC class I binding data. (1) The peptide sequence is RGPYRAFKTI. The MHC is H-2-Dd with pseudo-sequence H-2-Dd. The binding affinity (normalized) is 0.923. (2) The peptide sequence is PFPSQQPYLQL. The MHC is Mamu-A11 with pseudo-sequence Mamu-A11. The binding affinity (normalized) is 0.0109. (3) The peptide sequence is LYLTQDLFL. The MHC is HLA-A29:02 with pseudo-sequence HLA-A29:02. The binding affinity (normalized) is 0. (4) The peptide sequence is RRSLLAHVR. The MHC is HLA-B08:02 with pseudo-sequence HLA-B08:02. The binding affinity (normalized) is 0.0847. (5) The MHC is HLA-B58:01 with pseudo-sequence HLA-B58:01. The peptide sequence is ATPYDINQML. The binding affinity (normalized) is 0.0493.